Dataset: NCI-60 drug combinations with 297,098 pairs across 59 cell lines. Task: Regression. Given two drug SMILES strings and cell line genomic features, predict the synergy score measuring deviation from expected non-interaction effect. (1) Drug 1: CCC1(CC2CC(C3=C(CCN(C2)C1)C4=CC=CC=C4N3)(C5=C(C=C6C(=C5)C78CCN9C7C(C=CC9)(C(C(C8N6C=O)(C(=O)OC)O)OC(=O)C)CC)OC)C(=O)OC)O.OS(=O)(=O)O. Drug 2: CC1=C(C(=O)C2=C(C1=O)N3CC4C(C3(C2COC(=O)N)OC)N4)N. Cell line: SF-295. Synergy scores: CSS=12.8, Synergy_ZIP=-0.967, Synergy_Bliss=-2.18, Synergy_Loewe=-13.6, Synergy_HSA=-4.29. (2) Drug 1: CN(CC1=CN=C2C(=N1)C(=NC(=N2)N)N)C3=CC=C(C=C3)C(=O)NC(CCC(=O)O)C(=O)O. Drug 2: CC12CCC3C(C1CCC2OP(=O)(O)O)CCC4=C3C=CC(=C4)OC(=O)N(CCCl)CCCl.[Na+]. Cell line: SW-620. Synergy scores: CSS=26.6, Synergy_ZIP=-5.88, Synergy_Bliss=-12.2, Synergy_Loewe=-39.3, Synergy_HSA=-12.2. (3) Drug 1: CN(C)N=NC1=C(NC=N1)C(=O)N. Drug 2: C1=NC2=C(N1)C(=S)N=CN2. Cell line: HL-60(TB). Synergy scores: CSS=29.8, Synergy_ZIP=7.45, Synergy_Bliss=1.19, Synergy_Loewe=-4.46, Synergy_HSA=3.11. (4) Drug 1: C1=C(C(=O)NC(=O)N1)N(CCCl)CCCl. Drug 2: C1C(C(OC1N2C=NC(=NC2=O)N)CO)O. Cell line: 786-0. Synergy scores: CSS=46.0, Synergy_ZIP=4.28, Synergy_Bliss=7.99, Synergy_Loewe=6.62, Synergy_HSA=8.65. (5) Drug 1: COC1=NC(=NC2=C1N=CN2C3C(C(C(O3)CO)O)O)N. Drug 2: CCCCC(=O)OCC(=O)C1(CC(C2=C(C1)C(=C3C(=C2O)C(=O)C4=C(C3=O)C=CC=C4OC)O)OC5CC(C(C(O5)C)O)NC(=O)C(F)(F)F)O. Cell line: HS 578T. Synergy scores: CSS=28.3, Synergy_ZIP=-2.95, Synergy_Bliss=-3.25, Synergy_Loewe=-4.48, Synergy_HSA=-1.75. (6) Drug 1: CN(C(=O)NC(C=O)C(C(C(CO)O)O)O)N=O. Drug 2: CC1=C(C(=O)C2=C(C1=O)N3CC4C(C3(C2COC(=O)N)OC)N4)N. Cell line: EKVX. Synergy scores: CSS=4.46, Synergy_ZIP=-0.857, Synergy_Bliss=2.46, Synergy_Loewe=-0.530, Synergy_HSA=1.20. (7) Drug 1: CCCS(=O)(=O)NC1=C(C(=C(C=C1)F)C(=O)C2=CNC3=C2C=C(C=N3)C4=CC=C(C=C4)Cl)F. Drug 2: C1=C(C(=O)NC(=O)N1)N(CCCl)CCCl. Cell line: HL-60(TB). Synergy scores: CSS=14.5, Synergy_ZIP=-3.38, Synergy_Bliss=-16.5, Synergy_Loewe=-28.7, Synergy_HSA=-21.9. (8) Drug 1: C1C(C(OC1N2C=C(C(=O)NC2=O)F)CO)O. Drug 2: C1=NC2=C(N=C(N=C2N1C3C(C(C(O3)CO)O)O)F)N. Cell line: LOX IMVI. Synergy scores: CSS=43.3, Synergy_ZIP=-2.52, Synergy_Bliss=-3.81, Synergy_Loewe=-60.0, Synergy_HSA=-2.62. (9) Drug 1: CCCS(=O)(=O)NC1=C(C(=C(C=C1)F)C(=O)C2=CNC3=C2C=C(C=N3)C4=CC=C(C=C4)Cl)F. Drug 2: CCC1(C2=C(COC1=O)C(=O)N3CC4=CC5=C(C=CC(=C5CN(C)C)O)N=C4C3=C2)O.Cl. Cell line: ACHN. Synergy scores: CSS=11.9, Synergy_ZIP=-3.36, Synergy_Bliss=-8.69, Synergy_Loewe=-32.7, Synergy_HSA=-9.19. (10) Drug 1: CNC(=O)C1=CC=CC=C1SC2=CC3=C(C=C2)C(=NN3)C=CC4=CC=CC=N4. Drug 2: C1CNP(=O)(OC1)N(CCCl)CCCl. Cell line: SN12C. Synergy scores: CSS=2.10, Synergy_ZIP=-0.726, Synergy_Bliss=0.0577, Synergy_Loewe=-25.4, Synergy_HSA=-2.26.